This data is from Forward reaction prediction with 1.9M reactions from USPTO patents (1976-2016). The task is: Predict the product of the given reaction. Given the reactants O[CH:2]([C:7]1[CH:8]=[C:9]([CH:12]=[CH:13][CH:14]=1)[C:10]#[N:11])[CH2:3][N+:4]([O-:6])=[O:5].C(N(CC)CC)C.CS(Cl)(=O)=O, predict the reaction product. The product is: [N+:4](/[CH:3]=[CH:2]/[C:7]1[CH:8]=[C:9]([CH:12]=[CH:13][CH:14]=1)[C:10]#[N:11])([O-:6])=[O:5].